Dataset: Forward reaction prediction with 1.9M reactions from USPTO patents (1976-2016). Task: Predict the product of the given reaction. (1) Given the reactants Cl.[NH2:2][CH2:3][CH2:4][NH:5][C:6](=[O:22])[O:7][CH2:8][CH:9]1[C:21]2[CH:20]=[CH:19][CH:18]=[CH:17][C:16]=2[C:15]2[C:10]1=[CH:11][CH:12]=[CH:13][CH:14]=2.[C:23](O)(=[O:31])[C@@H:24]([C@H:26]([C:28]([OH:30])=[O:29])[OH:27])[OH:25].C(N(CC)CC)C.O.ON1C2C=CC=CC=2N=N1.Cl.C(N=C=NCCCN(C)C)C, predict the reaction product. The product is: [CH:11]1[C:10]2[CH:9]([CH2:8][O:7][C:6]([NH:5][CH2:4][CH2:3][NH:2][C:23](=[O:31])[CH:24]([OH:25])[CH:26]([OH:27])[C:28]([OH:30])=[O:29])=[O:22])[C:21]3[C:16](=[CH:17][CH:18]=[CH:19][CH:20]=3)[C:15]=2[CH:14]=[CH:13][CH:12]=1. (2) Given the reactants Cl.[CH3:2][S:3]([C:6]1[CH:12]=[CH:11][C:9]([NH2:10])=[CH:8][CH:7]=1)(=[O:5])=[O:4].C(=O)([O-])[O-].[Ca+2].[C:18](Cl)(Cl)=[S:19], predict the reaction product. The product is: [N:10]([C:9]1[CH:11]=[CH:12][C:6]([S:3]([CH3:2])(=[O:4])=[O:5])=[CH:7][CH:8]=1)=[C:18]=[S:19]. (3) Given the reactants [F:1][CH:2]([CH2:14][CH2:15][N:16]1[CH:21]=[CH:20][C:19]([NH:22][C:23](=[O:31])[CH2:24][C:25]2[CH:30]=[CH:29][CH:28]=[CH:27][CH:26]=2)=[CH:18][C:17]1=[O:32])[CH2:3][N:4]1[CH:8]=[C:7]([C:9]([O:11]CC)=[O:10])[N:6]=[N:5]1.[Li+].[OH-], predict the reaction product. The product is: [F:1][CH:2]([CH2:14][CH2:15][N:16]1[CH:21]=[CH:20][C:19]([NH:22][C:23](=[O:31])[CH2:24][C:25]2[CH:26]=[CH:27][CH:28]=[CH:29][CH:30]=2)=[CH:18][C:17]1=[O:32])[CH2:3][N:4]1[CH:8]=[C:7]([C:9]([OH:11])=[O:10])[N:6]=[N:5]1. (4) Given the reactants [OH:1][C:2]1[CH:7]=[CH:6][C:5](B(O)O)=[CH:4][CH:3]=1.Br[C:12]1[C:13]2[N:14]([CH:18]=[CH:19][N:20]=2)[CH:15]=[CH:16][CH:17]=1.C(=O)([O-])[O-].[Na+].[Na+].COCCOC, predict the reaction product. The product is: [N:20]1[CH:19]=[CH:18][N:14]2[CH:15]=[CH:16][CH:17]=[C:12]([C:5]3[CH:6]=[CH:7][C:2]([OH:1])=[CH:3][CH:4]=3)[C:13]=12. (5) Given the reactants [C:1]([O:5][C:6](=[O:24])[NH:7][CH2:8][CH2:9][C:10]1[CH:15]=[CH:14][C:13]([O:16][C:17]2[CH:22]=[CH:21][C:20]([NH2:23])=[CH:19][CH:18]=2)=[CH:12][CH:11]=1)([CH3:4])([CH3:3])[CH3:2].[C:25](Cl)(=[O:27])[CH3:26].C(N(CC)CC)C.C(=O)(O)[O-].[Na+], predict the reaction product. The product is: [C:1]([O:5][C:6](=[O:24])[NH:7][CH2:8][CH2:9][C:10]1[CH:15]=[CH:14][C:13]([O:16][C:17]2[CH:18]=[CH:19][C:20]([NH:23][C:25](=[O:27])[CH3:26])=[CH:21][CH:22]=2)=[CH:12][CH:11]=1)([CH3:4])([CH3:2])[CH3:3].